From a dataset of Reaction yield outcomes from USPTO patents with 853,638 reactions. Predict the reaction yield, written as a fraction of the theoretical maximum amount of product (1.0 means a 100% yield; for example, 0.34 means a 34% yield). (1) The reactants are Cl.[C:2]1([C:8](=[O:33])[CH2:9][CH2:10][N:11]2[CH2:16][CH2:15][CH:14]([N:17]([CH2:31][CH3:32])[C:18](=[O:30])[CH2:19][C:20]3[CH:25]=[CH:24][C:23]([S:26]([CH3:29])(=[O:28])=[O:27])=[CH:22][CH:21]=3)[CH2:13][CH2:12]2)[CH:7]=[CH:6][CH:5]=[CH:4][CH:3]=1.[BH4-].[Na+].O. The catalyst is CO. The product is [C:2]1([CH:8]([OH:33])[CH2:9][CH2:10][N:11]2[CH2:12][CH2:13][CH:14]([N:17]([CH2:31][CH3:32])[C:18](=[O:30])[CH2:19][C:20]3[CH:25]=[CH:24][C:23]([S:26]([CH3:29])(=[O:27])=[O:28])=[CH:22][CH:21]=3)[CH2:15][CH2:16]2)[CH:3]=[CH:4][CH:5]=[CH:6][CH:7]=1. The yield is 0.840. (2) The reactants are [CH:1]1([CH2:6][C@H:7]([CH2:35][N:36]([CH:45]=[O:46])[O:37]CC2C=CC=CC=2)[C:8]([N:10]2[C@H:14]([C:15]([NH:17][C:18]3[CH:23]=[CH:22][CH:21]=[CH:20][N+:19]=3[O-:24])=[O:16])[CH2:13][CH2:12][N:11]2C(OCC2C=CC=CC=2)=O)=[O:9])[CH2:5][CH2:4][CH2:3][CH2:2]1. The catalyst is CO.[Pd]. The product is [CH:1]1([CH2:6][C@H:7]([CH2:35][N:36]([CH:45]=[O:46])[OH:37])[C:8]([N:10]2[C@H:14]([C:15]([NH:17][C:18]3[CH:23]=[CH:22][CH:21]=[CH:20][N+:19]=3[O-:24])=[O:16])[CH2:13][CH2:12][NH:11]2)=[O:9])[CH2:2][CH2:3][CH2:4][CH2:5]1. The yield is 0.520. (3) The reactants are [C:1]([O:5][C:6]([N:8]1[CH2:12][CH2:11][C@@:10]([F:16])([C:13]([OH:15])=[O:14])[CH2:9]1)=[O:7])([CH3:4])([CH3:3])[CH3:2].[OH-].[Li+:18].O1CCCC1. The catalyst is CO.O. The product is [C:1]([O:5][C:6]([N:8]1[CH2:12][CH2:11][C@@:10]([F:16])([C:13]([O-:15])=[O:14])[CH2:9]1)=[O:7])([CH3:4])([CH3:2])[CH3:3].[Li+:18]. The yield is 1.00. (4) The reactants are [N:1]([CH2:4][CH:5]1[CH2:9][C:8]2[CH:10]=[C:11]([C:15]3[CH:20]=[CH:19][CH:18]=[CH:17][C:16]=3[CH3:21])[CH:12]=[C:13]([F:14])[C:7]=2[O:6]1)=[N+]=[N-].C1(P(C2C=CC=CC=2)C2C=CC=CC=2)C=CC=CC=1. No catalyst specified. The product is [F:14][C:13]1[C:7]2[O:6][CH:5]([CH2:4][NH2:1])[CH2:9][C:8]=2[CH:10]=[C:11]([C:15]2[CH:20]=[CH:19][CH:18]=[CH:17][C:16]=2[CH3:21])[CH:12]=1. The yield is 0.220.